From a dataset of Catalyst prediction with 721,799 reactions and 888 catalyst types from USPTO. Predict which catalyst facilitates the given reaction. (1) Reactant: [NH2:1][C@@H:2]([CH2:32][C:33]1[CH:34]=[N:35][CH:36]=[CH:37][CH:38]=1)[C:3]([N:5]1[CH2:10][CH2:9][CH:8]([N:11]2[N:20]=[C:19]([C:21]3[CH:26]=[CH:25][C:24]([O:27][CH3:28])=[C:23]([O:29][CH3:30])[CH:22]=3)[C@@H:18]3[C@@H:13]([CH2:14][CH2:15][CH2:16][CH2:17]3)[C:12]2=[O:31])[CH2:7][CH2:6]1)=[O:4].[CH:39]1([CH2:42][O:43][C:44]2[CH:52]=[CH:51][C:47]3[O:48][CH2:49][O:50][C:46]=3[C:45]=2[C:53]2[C:54]3[NH:61][CH:60]=[C:59]([C:62](O)=[O:63])[C:55]=3[N:56]=[CH:57][N:58]=2)[CH2:41][CH2:40]1.CN(C(ON1N=NC2C=CC=CC1=2)=[N+](C)C)C.F[P-](F)(F)(F)(F)F.CCN(C(C)C)C(C)C.C(=O)(O)[O-].[Na+]. Product: [CH:39]1([CH2:42][O:43][C:44]2[CH:52]=[CH:51][C:47]3[O:48][CH2:49][O:50][C:46]=3[C:45]=2[C:53]2[C:54]3[NH:61][CH:60]=[C:59]([C:62]([NH:1][C@@H:2]([CH2:32][C:33]4[CH:34]=[N:35][CH:36]=[CH:37][CH:38]=4)[C:3]([N:5]4[CH2:6][CH2:7][CH:8]([N:11]5[N:20]=[C:19]([C:21]6[CH:26]=[CH:25][C:24]([O:27][CH3:28])=[C:23]([O:29][CH3:30])[CH:22]=6)[C@@H:18]6[C@@H:13]([CH2:14][CH2:15][CH2:16][CH2:17]6)[C:12]5=[O:31])[CH2:9][CH2:10]4)=[O:4])=[O:63])[C:55]=3[N:56]=[CH:57][N:58]=2)[CH2:40][CH2:41]1. The catalyst class is: 2. (2) Reactant: [S:1]1[C:5]2[CH:6]=[CH:7][C:8]([CH2:10][CH2:11][O:12][CH2:13][CH2:14][C:15]([N:17]3[CH2:20][CH:19]([OH:21])[CH2:18]3)=O)=[CH:9][C:4]=2[CH:3]=[CH:2]1.Cl. Product: [S:1]1[C:5]2[CH:6]=[CH:7][C:8]([CH2:10][CH2:11][O:12][CH2:13][CH2:14][CH2:15][N:17]3[CH2:20][CH:19]([OH:21])[CH2:18]3)=[CH:9][C:4]=2[CH:3]=[CH:2]1. The catalyst class is: 7. (3) Reactant: [F:1][C:2]1[CH:3]=[C:4]([C@@H:12]([OH:16])[CH2:13][NH:14][CH3:15])[CH:5]=[CH:6][C:7]=1[C:8]([F:11])([F:10])[F:9].C1COCC1.O.[CH3:35][C:34]([O:33][C:31](O[C:31]([O:33][C:34]([CH3:37])([CH3:36])[CH3:35])=[O:32])=[O:32])([CH3:37])[CH3:36].C([O-])([O-])=O.[K+].[K+]. Product: [F:1][C:2]1[CH:3]=[C:4]([C@@H:12]([OH:16])[CH2:13][N:14]([CH3:15])[C:31](=[O:32])[O:33][C:34]([CH3:35])([CH3:36])[CH3:37])[CH:5]=[CH:6][C:7]=1[C:8]([F:11])([F:10])[F:9]. The catalyst class is: 90. (4) Product: [Cl:35][C:32]1[CH:33]=[CH:34][C:29]([C@@:26]2([C:27]#[N:28])[C@H:25]([CH2:37][C:38]([CH3:41])([CH3:40])[CH3:39])[NH:24][C@@H:23]([C:42]([NH:44][C:45]3[CH:53]=[CH:52][C:48]([C:49]([O:51][CH:2]([O:4][C:5]([N:7]4[CH2:12][CH2:11][S:10](=[O:14])(=[O:13])[CH2:9][CH2:8]4)=[O:6])[CH3:3])=[O:50])=[CH:47][C:46]=3[O:54][CH3:55])=[O:43])[C@@H:22]2[C:18]2[CH:19]=[CH:20][CH:21]=[C:16]([Cl:15])[C:17]=2[F:56])=[C:30]([F:36])[CH:31]=1. The catalyst class is: 9. Reactant: Cl[CH:2]([O:4][C:5]([N:7]1[CH2:12][CH2:11][S:10](=[O:14])(=[O:13])[CH2:9][CH2:8]1)=[O:6])[CH3:3].[Cl:15][C:16]1[C:17]([F:56])=[C:18]([C@@H:22]2[C@:26]([C:29]3[CH:34]=[CH:33][C:32]([Cl:35])=[CH:31][C:30]=3[F:36])([C:27]#[N:28])[C@H:25]([CH2:37][C:38]([CH3:41])([CH3:40])[CH3:39])[NH:24][C@H:23]2[C:42]([NH:44][C:45]2[CH:53]=[CH:52][C:48]([C:49]([OH:51])=[O:50])=[CH:47][C:46]=2[O:54][CH3:55])=[O:43])[CH:19]=[CH:20][CH:21]=1.C(=O)([O-])[O-].[Cs+].[Cs+]. (5) Reactant: [CH3:1][C:2]([C:6]1[CH:15]=[C:14]2[C:9]([CH:10]=[C:11]([C:20]([O:22][CH2:23][CH3:24])=[O:21])[CH:12]([C:16]([F:19])([F:18])[F:17])[O:13]2)=[CH:8][CH:7]=1)([CH3:5])[CH:3]=[O:4].[BH4-].[Na+].CC(O)=O. Product: [OH:4][CH2:3][C:2]([C:6]1[CH:15]=[C:14]2[C:9]([CH:10]=[C:11]([C:20]([O:22][CH2:23][CH3:24])=[O:21])[CH:12]([C:16]([F:18])([F:19])[F:17])[O:13]2)=[CH:8][CH:7]=1)([CH3:5])[CH3:1]. The catalyst class is: 5. (6) Reactant: COC1C=CC(C([NH:11][C:12]([C:14]2[C@@H:23]([C:24]3[CH:29]=[C:28]([O:30][CH2:31][CH3:32])[C:27]([OH:33])=[C:26]([Br:34])[CH:25]=3)[C:22]3[C:21](=[O:35])[CH2:20][C@@H:19]([CH2:36][CH2:37][CH3:38])[CH2:18][C:17]=3[NH:16][C:15]=2[CH3:39])=O)C)=CC=1. Product: [Br:34][C:26]1[CH:25]=[C:24]([C@H:23]2[C:22]3[C:21](=[O:35])[CH2:20][C@@H:19]([CH2:36][CH2:37][CH3:38])[CH2:18][C:17]=3[NH:16][C:15]([CH3:39])=[C:14]2[C:12]#[N:11])[CH:29]=[C:28]([O:30][CH2:31][CH3:32])[C:27]=1[OH:33]. The catalyst class is: 67.